This data is from NCI-60 drug combinations with 297,098 pairs across 59 cell lines. The task is: Regression. Given two drug SMILES strings and cell line genomic features, predict the synergy score measuring deviation from expected non-interaction effect. Drug 1: CC12CCC3C(C1CCC2O)C(CC4=C3C=CC(=C4)O)CCCCCCCCCS(=O)CCCC(C(F)(F)F)(F)F. Drug 2: CC1C(C(CC(O1)OC2CC(CC3=C2C(=C4C(=C3O)C(=O)C5=C(C4=O)C(=CC=C5)OC)O)(C(=O)CO)O)N)O.Cl. Cell line: OVCAR3. Synergy scores: CSS=34.6, Synergy_ZIP=2.52, Synergy_Bliss=2.71, Synergy_Loewe=-1.57, Synergy_HSA=0.724.